From a dataset of Experimentally validated miRNA-target interactions with 360,000+ pairs, plus equal number of negative samples. Binary Classification. Given a miRNA mature sequence and a target amino acid sequence, predict their likelihood of interaction. (1) The miRNA is hsa-miR-6771-3p with sequence CAAACCCCUGUCUACCCGCAG. The protein sequence of the target gene is MNEYPKKRKRKTLHPSRYSDSSGISRIADGFNGIFSDHCYSVCSMRQPDLKYFDNKDDDSDTETSNDLPKFADGIKARNRNQNYLVPSPVLRILDHTAFSTEKSADIVICDEECDSPESVNQQTQEESPIEVHTAEDVPIAVEVHAISEDYDIETENNSSESLQDQTDEEPPAKLCKILDKSQALNVTAQQKWPLLRANSSGLYKCELCEFNSKYFSDLKQHMILKHKRTDSNVCRVCKESFSTNMLLIEHAKLHEEDPYICKYCDYKTVIFENLSQHIADTHFSDHLYWCEQCDVQFSS.... Result: 1 (interaction). (2) The miRNA is hsa-miR-9-5p with sequence UCUUUGGUUAUCUAGCUGUAUGA. Result: 1 (interaction). The protein sequence of the target gene is MTDQTYCDRLVQDTPFLTGHGRLSEQQVDRIILQLNRYYPQILTNKEAEKFRNPKASLRVRLCDLLSHLQRSGERDCQEFYRALYIHAQPLHSRLPSRHALRKFHITNHACLVLARGGHPSLPLMAWMSSMTTQVCCSPGLASPLASAPPQRPPSGPEGRVWQAQAVQMLVSVSHFLPLPPSLSHGSFHTAWGILYVHSCPSFSNLIPRGSLHVCVDSNLVPTAAWRS. (3) The miRNA is hsa-miR-3689b-3p with sequence CUGGGAGGUGUGAUAUUGUGGU. The protein sequence of the target gene is MQFPHPGPAAAPAVGVPLYAPTPLLQPAHPTPFYIDDILGRGPAAPTPTPTLPSPNSSFTSLVSSYRTPVYEPTPVHPAFSHHPAAALAAAYGPSGFGGPLYPFPRTVNDYTHALLRHDPLGKPLLWSPFLQRPLHKRKGGQVRFSNDQTVELEKKFETQKYLSPPERKRLAKMLQLSERQVKTWFQNRRAKWRRLKQENPQSNKKDALDSLDTSCEQGQDLPSEQNKGASLDRSQCSPSPASQEDPDSEISEDSDQEVDIEGDKGYFNAG. Result: 0 (no interaction). (4) The miRNA is mmu-miR-340-5p with sequence UUAUAAAGCAAUGAGACUGAUU. The protein sequence of the target gene is MMLSWKQLILLSFIGCLAGELLLQGPVFIKEPSNSIFPVDSEDKKITLNCEARGNPSPHYRWQLNGSDIDTSLDHRYKLNGGNLIVINPNRNWDTGSYQCFATNSLGTIVSREAKLQFAYLENFKTRMRSTVSVREGQGVVLLCGPPPHSGELSYAWVFNEYPSFVEEDSRRFVSQETGHLYIAKVEPSDVGNYTCVVTSTVTNTRVLGSPTPLVLRSDGVMGEYEPKIEVQFPETLPAAKGSTVRLECFALGNPVPQINWRRSDGMPFPNKIKLRKFNGMLEIQNFQQEDTGSYECIAE.... Result: 1 (interaction). (5) The miRNA is hsa-miR-128-3p with sequence UCACAGUGAACCGGUCUCUUU. The protein sequence of the target gene is MQPVMLALWSLLLLWGLATPCQELLETVGTLARIDKDELGKAIQNSLVGEPILQNVLGSVTAVNRGLLGSGGLLGGGGLLGHGGVFGVVEELSGLKIEELTLPKVLLKLLPGFGVQLSLHTKVGMHCSGPLGGLLQLAAEVNVTSRVALAVSSRGTPILILKRCSTLLGHISLFSGLLPTPLFGVVEQMLFKVLPGLLCPVVDSVLGVVNELLGAVLGLVSLGALGSVEFSLATLPLISNQYIELDINPIVKSVAGDIIDFPKSRAPAKVPPKKDHTSQVMVPLYLFNTTFGLLQTNGAL.... Result: 1 (interaction). (6) The miRNA is hsa-miR-4309 with sequence CUGGAGUCUAGGAUUCCA. The protein sequence of the target gene is MPTIKLQSSDGEIFEVDVEIAKQSVTIKTMLEDLGMDDEGDDDPVPLPNVNAAILKKVIQWCTHHKDDPPPPEDDENKEKRTDDIPVWDQEFLKVDQGTLFELILAANYLDIKGLLDVTCKTVANMIKGKTPEEIRKTFNIKNDFTEEEEAQVRKENQWCEEK. Result: 0 (no interaction).